This data is from HIV replication inhibition screening data with 41,000+ compounds from the AIDS Antiviral Screen. The task is: Binary Classification. Given a drug SMILES string, predict its activity (active/inactive) in a high-throughput screening assay against a specified biological target. (1) The compound is NC(CO)C(=O)N1CCCC1C(=O)NC(Cc1ccc(O)cc1)C(=O)N1CCCC1C(=O)NC(CO)C(=O)O. The result is 0 (inactive). (2) The compound is O=S1(=O)c2ccccc2N(O)C2=NCCN21. The result is 0 (inactive). (3) The compound is Cl.O=C(O)CCN(CCCN(CCC(=O)O)CCC(=O)O)CCC(=O)O. The result is 0 (inactive). (4) The result is 0 (inactive). The molecule is O=C1CC2(CCC(O)(c3ccco3)C(C(=O)c3ccco3)C2)C(=O)c2ccccc2N1. (5) The compound is CCOC(=O)NC1=C(N2CC2)C(=O)C(NC(=O)OCC)=C(N2CC2)C1=O. The result is 0 (inactive). (6) The drug is CCCCOC(=S)SSC(=S)OCCCC. The result is 0 (inactive). (7) The compound is CCCN(CCC)C(=O)C(=O)c1c(N)[nH]n(-c2ccccc2)c1=O. The result is 0 (inactive).